Dataset: Full USPTO retrosynthesis dataset with 1.9M reactions from patents (1976-2016). Task: Predict the reactants needed to synthesize the given product. (1) Given the product [Br:5][C:6]1[CH:19]=[C:18]2[C:9](=[CH:8][CH:7]=1)[CH:10]=[CH:11][C:12]1[CH:13]=[CH:14][C:15]([OH:20])=[CH:16][C:17]2=1, predict the reactants needed to synthesize it. The reactants are: B(Br)(Br)Br.[Br:5][C:6]1[CH:7]=[CH:8][C:9]2[CH:10]=[CH:11][C:12]3[C:17]([C:18]=2[CH:19]=1)=[CH:16][C:15]([O:20]C)=[CH:14][CH:13]=3. (2) Given the product [CH3:4][C:2]([C:5]([C:7]1[CH:8]=[C:9]([C:10]([O:12][CH3:13])=[O:11])[CH:14]=[CH:15][C:16]=1[C:32]1[CH:33]=[C:34]([O:37][CH3:38])[CH:35]=[CH:36][C:31]=1[F:30])=[CH2:6])([CH3:1])[CH3:3], predict the reactants needed to synthesize it. The reactants are: [CH3:1][C:2]([C:5]([C:7]1[CH:8]=[C:9]([CH:14]=[CH:15][C:16]=1OS(C(F)(F)F)(=O)=O)[C:10]([O:12][CH3:13])=[O:11])=[CH2:6])([CH3:4])[CH3:3].CN(C=O)C.[F:30][C:31]1[CH:36]=[CH:35][C:34]([O:37][CH3:38])=[CH:33][C:32]=1B(O)O.C(=O)([O-])[O-].[K+].[K+]. (3) Given the product [F:18][C:19]1[CH:27]=[CH:26][CH:25]=[CH:24][C:20]=1[C:21]([NH:17][C:14]1[CH:13]=[N:12][C:11]([C:10]2[C:2]([CH3:1])=[CH:3][C:4]3[O:5][CH2:6][CH2:7][C:8]=3[CH:9]=2)=[CH:16][N:15]=1)=[O:22], predict the reactants needed to synthesize it. The reactants are: [CH3:1][C:2]1[C:10]([C:11]2[N:12]=[CH:13][C:14]([NH2:17])=[N:15][CH:16]=2)=[CH:9][C:8]2[CH2:7][CH2:6][O:5][C:4]=2[CH:3]=1.[F:18][C:19]1[CH:27]=[CH:26][CH:25]=[CH:24][C:20]=1[C:21](Cl)=[O:22].